Dataset: Forward reaction prediction with 1.9M reactions from USPTO patents (1976-2016). Task: Predict the product of the given reaction. (1) The product is: [F:30][C:27]([F:28])([F:29])[C:25]1[CH:24]=[C:5]([CH:4]=[C:3]([C:2]([F:1])([F:31])[F:32])[CH:26]=1)[C:6]([N:8]1[CH2:13][CH2:12][N:11]([CH2:34][C:35]([C:37]2[CH:42]=[CH:41][C:40]([N:43]([CH3:44])[CH3:45])=[CH:39][CH:38]=2)=[O:36])[CH2:10][C@H:9]1[CH2:14][C:15]1[C:23]2[C:18](=[CH:19][CH:20]=[CH:21][CH:22]=2)[NH:17][CH:16]=1)=[O:7]. Given the reactants [F:1][C:2]([F:32])([F:31])[C:3]1[CH:4]=[C:5]([CH:24]=[C:25]([C:27]([F:30])([F:29])[F:28])[CH:26]=1)[C:6]([N:8]1[CH2:13][CH2:12][NH:11][CH2:10][C@H:9]1[CH2:14][C:15]1[C:23]2[C:18](=[CH:19][CH:20]=[CH:21][CH:22]=2)[NH:17][CH:16]=1)=[O:7].Br[CH2:34][C:35]([C:37]1[CH:42]=[CH:41][C:40]([N:43]([CH3:45])[CH3:44])=[CH:39][CH:38]=1)=[O:36].C(=O)([O-])[O-].O, predict the reaction product. (2) Given the reactants Cl.[C:2](OCC)(=O)C.[CH:8]1([CH2:11][O:12][C:13]2[CH:39]=[CH:38][C:16]3[CH2:17][CH:18]([C:20]4[N:25]=[CH:24][C:23]([O:26][CH2:27][C@@H:28]([NH:30][C:31](=O)[O:32]C(C)(C)C)[CH3:29])=[CH:22][CH:21]=4)[O:19][C:15]=3[CH:14]=2)[CH2:10][CH2:9]1, predict the reaction product. The product is: [CH:8]1([CH2:11][O:12][C:13]2[CH:39]=[CH:38][C:16]3[CH2:17][CH:18]([C:20]4[N:25]=[CH:24][C:23]([O:26][CH2:27][C@@H:28]([NH:30][C:31](=[O:32])[CH3:2])[CH3:29])=[CH:22][CH:21]=4)[O:19][C:15]=3[CH:14]=2)[CH2:10][CH2:9]1. (3) Given the reactants [CH3:1][CH2:2][CH2:3][CH2:4][C:5]1[N:9]([CH2:10][C:11]2[CH:12]=[CH:13][C:14]([C:17]3[CH:18]=[CH:19][CH:20]=[CH:21][C:22]=3[C:23]3[N:27]=[N:26][N-:25][N:24]=3)=[CH:15][CH:16]=2)[C:8]([CH2:28][OH:29])=[C:7]([Cl:30])[N:6]=1.[K+], predict the reaction product. The product is: [CH3:1][CH2:2][CH2:3][CH2:4][C:5]1[N:9]([CH2:10][C:11]2[CH:16]=[CH:15][C:14]([C:17]3[CH:18]=[CH:19][CH:20]=[CH:21][C:22]=3[C:23]3[N:27]=[N:26][NH:25][N:24]=3)=[CH:13][CH:12]=2)[C:8]([CH2:28][OH:29])=[C:7]([Cl:30])[N:6]=1. (4) Given the reactants Br[C:2]1[CH:10]=[C:9]2[C:5]([CH2:6][C:7]([CH3:13])([CH3:12])[C:8]2=[O:11])=[CH:4][CH:3]=1.[C:14]([Cu])#[N:15].CCOC(C)=O.O, predict the reaction product. The product is: [CH3:12][C:7]1([CH3:13])[C:8](=[O:11])[C:9]2[C:5](=[CH:4][CH:3]=[C:2]([C:14]#[N:15])[CH:10]=2)[CH2:6]1. (5) Given the reactants [CH2:1](P(CCCC)CCCC)[CH2:2][CH2:3]C.[CH2:14]([O:21][C@H:22]1[C@H:27]([O:28][CH2:29][C:30]2[CH:35]=[CH:34][CH:33]=[CH:32][CH:31]=2)[C@@H:26]([O:36][CH2:37][C:38]2[CH:43]=[CH:42][CH:41]=[CH:40][CH:39]=2)[C@@H:25]([OH:44])[CH:24]=[C:23]1[CH2:45][O:46][CH2:47][C:48]1[CH:53]=[CH:52][CH:51]=[CH:50][CH:49]=1)[C:15]1[CH:20]=[CH:19][CH:18]=[CH:17][CH:16]=1.CN(C(/N=N/C(N(C)C)=O)=O)C.[CH3:66][CH2:67][CH2:68][CH2:69][CH2:70][CH3:71].[C:72]1([CH3:78])[CH:77]=[CH:76][CH:75]=[CH:74][CH:73]=1, predict the reaction product. The product is: [CH:68]1([C:69]2[CH:3]=[CH:2][C:1]([CH2:78][C:72]3[CH:77]=[CH:76][CH:75]=[CH:74][C:73]=3[O:44][C@H:25]3[C@H:26]([O:36][CH2:37][C:38]4[CH:39]=[CH:40][CH:41]=[CH:42][CH:43]=4)[C@@H:27]([O:28][CH2:29][C:30]4[CH:35]=[CH:34][CH:33]=[CH:32][CH:31]=4)[C@H:22]([O:21][CH2:14][C:15]4[CH:20]=[CH:19][CH:18]=[CH:17][CH:16]=4)[C:23]([CH2:45][O:46][CH2:47][C:48]4[CH:49]=[CH:50][CH:51]=[CH:52][CH:53]=4)=[CH:24]3)=[CH:71][CH:70]=2)[CH2:66][CH2:67]1. (6) Given the reactants [C:1]1([C:7]2[S:11][C:10]([NH2:12])=[N:9][CH:8]=2)[CH:6]=[CH:5][CH:4]=[CH:3][CH:2]=1.CCN([CH:19]([CH3:21])C)C(C)C.C([CH:24]([C:28](Cl)=[O:29])[C:25](Cl)=[O:26])C.[OH2:31], predict the reaction product. The product is: [CH2:19]([O:31][C:28](=[O:29])[CH2:24][C:25]([NH:12][C:10]1[S:11][C:7]([C:1]2[CH:2]=[CH:3][CH:4]=[CH:5][CH:6]=2)=[CH:8][N:9]=1)=[O:26])[CH3:21]. (7) Given the reactants [F:1][C:2]1[CH:3]=[C:4]2[C:8](=[CH:9][CH:10]=1)[N:7]([CH2:11][C:12]1[CH:17]=[CH:16][CH:15]=[C:14]([F:18])[CH:13]=1)[C:6]([C:19]([OH:21])=O)=[CH:5]2.Cl.CN(C)CCCN=C=NCC.ON1C2C=CC=CC=2N=N1.C(N(CC)CC)C.Cl.[NH2:52][C:53]1[CH:54]=[C:55]2[N:61]=[C:60]([CH3:62])[N:59]([CH3:63])[C:56]2=[N:57][CH:58]=1, predict the reaction product. The product is: [CH3:62][C:60]1[N:59]([CH3:63])[C:56]2=[N:57][CH:58]=[C:53]([NH:52][C:19]([C:6]3[N:7]([CH2:11][C:12]4[CH:17]=[CH:16][CH:15]=[C:14]([F:18])[CH:13]=4)[C:8]4[C:4]([CH:5]=3)=[CH:3][C:2]([F:1])=[CH:10][CH:9]=4)=[O:21])[CH:54]=[C:55]2[N:61]=1. (8) Given the reactants [O:1]=[C:2]1[C:10]2[C:5](=[CH:6][CH:7]=[CH:8][CH:9]=2)[C:4](=[O:11])[N:3]1[C:12]1([CH:15]=[O:16])[CH2:14][CH2:13]1.[CH2:17]([OH:35])[CH2:18][CH2:19][CH2:20][CH2:21][CH2:22][CH2:23][CH2:24]/[CH:25]=[CH:26]\[CH2:27]/[CH:28]=[CH:29]\[CH2:30][CH2:31][CH2:32][CH2:33][CH3:34].[C:36]12(CS(O)(=O)=O)[C:43]([CH3:45])(C)[CH:40]([CH2:41][CH2:42]1)[CH2:39][C:37]2=O, predict the reaction product. The product is: [CH2:26]([O:16][CH:15]([O:35][CH2:17][CH2:18][CH2:19][CH2:20][CH2:21][CH2:22][CH2:23][CH2:24]/[CH:25]=[CH:26]\[CH2:27]/[CH:28]=[CH:29]\[CH2:30][CH2:31][CH2:32][CH2:33][CH3:34])[C:12]1([N:3]2[C:4](=[O:11])[C:5]3[C:10](=[CH:9][CH:8]=[CH:7][CH:6]=3)[C:2]2=[O:1])[CH2:13][CH2:14]1)[CH2:25][CH2:24][CH2:23][CH2:22][CH2:21][CH2:20][CH2:19]/[CH:18]=[CH:17]\[CH2:37]/[CH:39]=[CH:40]\[CH2:41][CH2:42][CH2:36][CH2:43][CH3:45]. (9) Given the reactants [NH2:1][C:2]1[CH:7]=[CH:6][C:5]([Cl:8])=[CH:4][C:3]=1[CH:9]([C:11]1[CH:16]=[CH:15][CH:14]=[C:13]([O:17][CH3:18])[C:12]=1[O:19][CH2:20][CH3:21])[OH:10].[CH3:22][O:23][C:24]1[CH:31]=[C:30]([O:32][CH3:33])[CH:29]=[CH:28][C:25]=1[CH:26]=O.[BH4-].[Na+], predict the reaction product. The product is: [Cl:8][C:5]1[CH:6]=[CH:7][C:2]([NH:1][CH2:26][C:25]2[CH:28]=[CH:29][C:30]([O:32][CH3:33])=[CH:31][C:24]=2[O:23][CH3:22])=[C:3]([CH:9]([C:11]2[CH:16]=[CH:15][CH:14]=[C:13]([O:17][CH3:18])[C:12]=2[O:19][CH2:20][CH3:21])[OH:10])[CH:4]=1.